From a dataset of Forward reaction prediction with 1.9M reactions from USPTO patents (1976-2016). Predict the product of the given reaction. (1) Given the reactants [F:1][C:2]1[C:7]([F:8])=[CH:6][C:5]([C:9]2[CH:14]=[CH:13][C:12]([O:15][CH2:16][C:17]3[CH:18]=[CH:19][C:20]4[O:24][N:23]=[C:22]([NH:25][CH2:26][CH2:27]OC)[C:21]=4[CH:30]=3)=[CH:11][CH:10]=2)=[C:4]([O:31][CH3:32])[CH:3]=1.C(OC(=O)N(C1C2C=C(COC3C=CC(C4C=C(F)C(F)=CC=4OC)=CC=3)C=CC=2ON=1)CC)(C)(C)C, predict the reaction product. The product is: [F:1][C:2]1[C:7]([F:8])=[CH:6][C:5]([C:9]2[CH:10]=[CH:11][C:12]([O:15][CH2:16][C:17]3[CH:18]=[CH:19][C:20]4[O:24][N:23]=[C:22]([NH:25][CH2:26][CH3:27])[C:21]=4[CH:30]=3)=[CH:13][CH:14]=2)=[C:4]([O:31][CH3:32])[CH:3]=1. (2) Given the reactants Cl[C:2]1[N:7]=[C:6]([CH3:8])[C:5]([N+:9]([O-:11])=[O:10])=[CH:4][CH:3]=1.C([O-])([O-])=O.[Cs+].[Cs+].[F:18][CH:19]1[CH2:22][NH:21][CH2:20]1, predict the reaction product. The product is: [F:18][CH:19]1[CH2:22][N:21]([C:2]2[N:7]=[C:6]([CH3:8])[C:5]([N+:9]([O-:11])=[O:10])=[CH:4][CH:3]=2)[CH2:20]1. (3) Given the reactants [O:1]([C:8]1[CH:19]=[CH:18][C:11]([CH2:12][N:13]2[CH2:16][CH:15]([OH:17])[CH2:14]2)=[CH:10][CH:9]=1)[C:2]1[CH:7]=[CH:6][CH:5]=[CH:4][CH:3]=1.C(N(CC)CC)C.[CH3:27][S:28](Cl)(=[O:30])=[O:29], predict the reaction product. The product is: [CH3:27][S:28]([O:17][CH:15]1[CH2:16][N:13]([CH2:12][C:11]2[CH:18]=[CH:19][C:8]([O:1][C:2]3[CH:3]=[CH:4][CH:5]=[CH:6][CH:7]=3)=[CH:9][CH:10]=2)[CH2:14]1)(=[O:30])=[O:29]. (4) Given the reactants [CH2:1]([O:8][C:9]1[CH:18]=[C:17]2[C:12]([C:13](Cl)=[C:14]([N+:19]([O-:21])=[O:20])[CH:15]=[N:16]2)=[CH:11][CH:10]=1)[C:2]1[CH:7]=[CH:6][CH:5]=[CH:4][CH:3]=1.Cl.[NH2:24][CH2:25][CH2:26][CH2:27][CH2:28][NH:29][S:30]([CH3:33])(=[O:32])=[O:31].C(N(CC)CC)C, predict the reaction product. The product is: [N+:19]([C:14]1[CH:15]=[N:16][C:17]2[C:12]([C:13]=1[NH:24][CH2:25][CH2:26][CH2:27][CH2:28][NH:29][S:30]([CH3:33])(=[O:32])=[O:31])=[CH:11][CH:10]=[C:9]([O:8][CH2:1][C:2]1[CH:7]=[CH:6][CH:5]=[CH:4][CH:3]=1)[CH:18]=2)([O-:21])=[O:20]. (5) Given the reactants [F:1][C:2]1[CH:7]=[CH:6][C:5]([C:8](=[O:17])[CH2:9][C:10]2[CH:15]=[CH:14][N:13]=[C:12]([F:16])[CH:11]=2)=[CH:4][CH:3]=1.CO[CH:20](OC)[N:21]([CH3:23])[CH3:22], predict the reaction product. The product is: [CH3:20][N:21]([CH3:23])[CH:22]=[C:9]([C:10]1[CH:15]=[CH:14][N:13]=[C:12]([F:16])[CH:11]=1)[C:8]([C:5]1[CH:4]=[CH:3][C:2]([F:1])=[CH:7][CH:6]=1)=[O:17]. (6) Given the reactants COC1C=CC(C[N:8]2[CH:17]([CH3:18])[CH2:16][C:15]3[N:14]=[C:13]([NH:19][C:20]([NH:22][C@@H:23]([C:25]4[CH:30]=[CH:29][CH:28]=[CH:27][CH:26]=4)[CH3:24])=[O:21])[CH:12]=[C:11]4[NH:31][N:32]=[C:9]2[C:10]=34)=CC=1.C([SiH](CC)CC)C, predict the reaction product. The product is: [CH3:18][C@@H:17]1[CH2:16][C:15]2[N:14]=[C:13]([NH:19][C:20]([NH:22][C@@H:23]([C:25]3[CH:30]=[CH:29][CH:28]=[CH:27][CH:26]=3)[CH3:24])=[O:21])[CH:12]=[C:11]3[NH:31][N:32]=[C:9]([C:10]=23)[NH:8]1. (7) Given the reactants C1(C2C3C(=CC=CC=3)C=CC=2P(C2C=CC=CC=2)C2C=CC=CC=2)C2C(=CC=CC=2)C=CC=1P(C1C=CC=CC=1)C1C=CC=CC=1.Br[C:48]1[CH:49]=[C:50]([C:55]#[N:56])[CH:51]=[C:52]([F:54])[CH:53]=1.C1(C)C=CC=CC=1.[CH2:64]([O:66]C([Sn](CCCC)(CCCC)CCCC)=C)[CH3:65], predict the reaction product. The product is: [C:64]([C:48]1[CH:49]=[C:50]([C:55]#[N:56])[CH:51]=[C:52]([F:54])[CH:53]=1)(=[O:66])[CH3:65]. (8) Given the reactants [C:1]([Cl:4])(Cl)=[O:2].[CH:5]1([N:11]2[C:15]([CH3:17])([CH3:16])[CH2:14][NH:13][C:12]2=[O:18])[CH2:10][CH2:9][CH2:8][CH2:7][CH2:6]1.N1C=CC=CC=1, predict the reaction product. The product is: [CH:5]1([N:11]2[C:15]([CH3:16])([CH3:17])[CH2:14][N:13]([C:1]([Cl:4])=[O:2])[C:12]2=[O:18])[CH2:6][CH2:7][CH2:8][CH2:9][CH2:10]1. (9) Given the reactants C[Si]([N-][Si](C)(C)C)(C)C.[K+].[CH3:11][C:12]1([CH3:23])[CH2:21][CH2:20][C:19](=[O:22])[C:18]2[N:17]=[CH:16][CH:15]=[CH:14][C:13]1=2.C1C=CC(N([S:31]([C:34]([F:37])([F:36])[F:35])(=[O:33])=[O:32])[S:31]([C:34]([F:37])([F:36])[F:35])(=[O:33])=[O:32])=CC=1, predict the reaction product. The product is: [F:35][C:34]([F:37])([F:36])[S:31]([O:22][C:19]1[C:18]2[N:17]=[CH:16][CH:15]=[CH:14][C:13]=2[C:12]([CH3:23])([CH3:11])[CH2:21][CH:20]=1)(=[O:33])=[O:32].